Dataset: CYP2C9 inhibition data for predicting drug metabolism from PubChem BioAssay. Task: Regression/Classification. Given a drug SMILES string, predict its absorption, distribution, metabolism, or excretion properties. Task type varies by dataset: regression for continuous measurements (e.g., permeability, clearance, half-life) or binary classification for categorical outcomes (e.g., BBB penetration, CYP inhibition). Dataset: cyp2c9_veith. (1) The compound is NNC(=O)c1cn2ccccc2n1. The result is 0 (non-inhibitor). (2) The compound is CCCC[C@@H]1C[C@H]1C(NC(=O)c1ccco1)c1ccc(C(=O)OC)cc1. The result is 1 (inhibitor). (3) The compound is Cc1c(NC(C)C)c(=O)n(-c2ccccc2)n1C. The result is 0 (non-inhibitor). (4) The compound is O=S(=O)(O)c1ccc(O)c2ncccc12.O=S(=O)(O)c1ccc(O)c2ncccc12.[Zn]. The result is 0 (non-inhibitor). (5) The drug is Cn1c(=O)c(-c2cccs2)nc2cnc(N3CCOCC3)nc21. The result is 0 (non-inhibitor). (6) The compound is C[C@H](C(=O)[O-])c1cccc(Oc2ccccc2)c1.C[C@H](C(=O)[O-])c1cccc(Oc2ccccc2)c1.O.O.[Ca+2]. The result is 0 (non-inhibitor). (7) The molecule is FC(F)(F)c1nc2nc(Cl)c(Cl)nc2n1CCCN1CCOCC1. The result is 1 (inhibitor). (8) The drug is CCN1C(=O)[C@H]2CC[C@@H]3/C(=N\OCC(C)C)C[C@@H](O)[C@@H](O)[C@@H]3[C@@H]2C1=O. The result is 0 (non-inhibitor). (9) The compound is O=C(CN1C(=O)NC2(CCCC2)C1=O)NCCC1=CCCCC1. The result is 0 (non-inhibitor).